This data is from Forward reaction prediction with 1.9M reactions from USPTO patents (1976-2016). The task is: Predict the product of the given reaction. Given the reactants [NH:1]1[CH2:6][CH2:5][CH:4]([NH:7][C:8]([C:10]2[C:14]3[N:15]=[CH:16][N:17]=[C:18]([C:19]4[C:27]5[O:26][CH2:25][O:24][C:23]=5[CH:22]=[CH:21][C:20]=4[O:28][CH2:29][CH3:30])[C:13]=3[NH:12][CH:11]=2)=[O:9])[CH2:3][CH2:2]1.[C:31](Cl)(=[O:34])[CH2:32][CH3:33], predict the reaction product. The product is: [C:31]([N:1]1[CH2:6][CH2:5][CH:4]([NH:7][C:8]([C:10]2[C:14]3[N:15]=[CH:16][N:17]=[C:18]([C:19]4[C:27]5[O:26][CH2:25][O:24][C:23]=5[CH:22]=[CH:21][C:20]=4[O:28][CH2:29][CH3:30])[C:13]=3[NH:12][CH:11]=2)=[O:9])[CH2:3][CH2:2]1)(=[O:34])[CH2:32][CH3:33].